Dataset: CYP2D6 inhibition data for predicting drug metabolism from PubChem BioAssay. Task: Regression/Classification. Given a drug SMILES string, predict its absorption, distribution, metabolism, or excretion properties. Task type varies by dataset: regression for continuous measurements (e.g., permeability, clearance, half-life) or binary classification for categorical outcomes (e.g., BBB penetration, CYP inhibition). Dataset: cyp2d6_veith. (1) The drug is CN(C)c1ccnc(Oc2ccc(Cl)cc2)c1C#N. The result is 1 (inhibitor). (2) The compound is Oc1c(Cl)cc(C(c2cc(Cl)c(O)c(Cl)c2)C(c2cc(Cl)c(O)c(Cl)c2)c2cc(Cl)c(O)c(Cl)c2)cc1Cl. The result is 0 (non-inhibitor). (3) The drug is COCCn1c(=O)c(-c2cccc(Cl)c2)nc2cncnc21. The result is 0 (non-inhibitor). (4) The compound is N#Cc1ccc(CN2CCCC3(CCN(C(=O)Oc4ccccc4)CC3)C2)cc1. The result is 0 (non-inhibitor). (5) The drug is C[C@@]1(C(=O)O)CCC[C@@H]1C(=O)O.C[C@@]1(C(=O)O)CCC[C@@H]1C(=O)O. The result is 0 (non-inhibitor).